This data is from Reaction yield outcomes from USPTO patents with 853,638 reactions. The task is: Predict the reaction yield, written as a fraction of the theoretical maximum amount of product (1.0 means a 100% yield; for example, 0.34 means a 34% yield). (1) The reactants are [C:1]([O:5][C:6]([N:8]1[C:16]2[C:11](=[CH:12][C:13]([O:17][Si](C(C)(C)C)(C)C)=[CH:14][CH:15]=2)[CH:10]=[C:9]1[C:25]1[C:26]2[S:39][CH:38]=[CH:37][C:27]=2[N:28]([C:30]([O:32][C:33]([CH3:36])([CH3:35])[CH3:34])=[O:31])[N:29]=1)=[O:7])([CH3:4])([CH3:3])[CH3:2].CCCC[N+](CCCC)(CCCC)CCCC.[F-]. The catalyst is O1CCCC1. The product is [C:1]([O:5][C:6]([N:8]1[C:16]2[C:11](=[CH:12][C:13]([OH:17])=[CH:14][CH:15]=2)[CH:10]=[C:9]1[C:25]1[C:26]2[S:39][CH:38]=[CH:37][C:27]=2[N:28]([C:30]([O:32][C:33]([CH3:36])([CH3:35])[CH3:34])=[O:31])[N:29]=1)=[O:7])([CH3:4])([CH3:2])[CH3:3]. The yield is 0.800. (2) The reactants are [Cl:1][C:2]1[CH:3]=[C:4]([CH:9]([C:24]([F:27])([F:26])[F:25])/[CH:10]=[CH:11]/[C:12]2[CH:22]=[CH:21][C:15]([C:16]([O:18]CC)=[O:17])=[C:14]([CH3:23])[CH:13]=2)[CH:5]=[C:6]([Cl:8])[CH:7]=1.Cl. The catalyst is O1CCOCC1. The product is [Cl:1][C:2]1[CH:3]=[C:4]([CH:9]([C:24]([F:27])([F:25])[F:26])/[CH:10]=[CH:11]/[C:12]2[CH:22]=[CH:21][C:15]([C:16]([OH:18])=[O:17])=[C:14]([CH3:23])[CH:13]=2)[CH:5]=[C:6]([Cl:8])[CH:7]=1. The yield is 0.500. (3) No catalyst specified. The reactants are [OH:1][C:2]1[CH:6]=[C:5]([CH3:7])[NH:4][N:3]=1.Cl[C:9]1[CH:10]=[CH:11][C:12]([N+:17]([O-:19])=[O:18])=[C:13]([O:15][CH3:16])[CH:14]=1. The yield is 0.132. The product is [CH3:7][C:5]1[NH:4][N:3]=[C:2]([O:1][C:9]2[CH:10]=[CH:11][C:12]([N+:17]([O-:19])=[O:18])=[C:13]([O:15][CH3:16])[CH:14]=2)[CH:6]=1.